Task: Predict which catalyst facilitates the given reaction.. Dataset: Catalyst prediction with 721,799 reactions and 888 catalyst types from USPTO (1) Reactant: [C:1]([N:8]1[CH2:13][CH2:12][NH:11][CH2:10][CH2:9]1)([O:3][C:4]([CH3:7])([CH3:6])[CH3:5])=[O:2].Cl[CH2:15][C:16]#[N:17]. Product: [C:16]([CH2:15][N:11]1[CH2:10][CH2:9][N:8]([C:1]([O:3][C:4]([CH3:7])([CH3:6])[CH3:5])=[O:2])[CH2:13][CH2:12]1)#[N:17]. The catalyst class is: 531. (2) Reactant: [CH2:1](Br)[C:2]1[CH:7]=[CH:6][CH:5]=[CH:4][CH:3]=1.[O:9]=[CH:10][C:11]1[CH:19]=[CH:18][C:16]([OH:17])=[C:13]([O:14][CH3:15])[CH:12]=1.C(=O)([O-])[O-].[K+].[K+]. Product: [CH2:1]([O:17][C:16]1[CH:18]=[CH:19][C:11]([CH:10]=[O:9])=[CH:12][C:13]=1[O:14][CH3:15])[C:2]1[CH:7]=[CH:6][CH:5]=[CH:4][CH:3]=1. The catalyst class is: 21.